From a dataset of Antibody paratope prediction from SAbDab with 1,023 antibody chains. Token-level Classification. Given an antibody amino acid sequence, predict which amino acid positions are active in antigen binding. Output is a list of indices for active paratope positions. (1) Given the antibody sequence: QVQLQESGPGLVKPSETLSLTCAVSGGSIGDDYYWNWIRQSPGKGLEWIGSIYGSFGGTNFNPSLKNRVTISMDTSNNQVSLKLNSVTAADTAVYYCARGSHSIVVLFGYYFDYWGQGVLVTVSS, which amino acid positions are active in antigen binding (paratope)? The paratope positions are: [31, 53, 84, 85, 86, 105, 106, 107, 108, 109, 110, 111]. (2) Given the antibody sequence: DIQMTQSPSSLSASVGDRVTITCRASQSVSSAVAWYQQKPGKAPKLLIYSASSLYSGVPSRFSGSRSGTDFTLTISSLQPEDFATYYCQQASLTALLTFGQGTKVEIK, which amino acid positions are active in antigen binding (paratope)? The paratope positions are: [95]. (3) The paratope positions are: [82, 83, 84, 103, 104, 105, 106, 107, 108, 109, 110, 111, 112, 113, 114, 115, 116, 117, 118]. Given the antibody sequence: QVQLQESGPGLVKPSETLSLTCTVSGGSISNYYWSWIRQSPGKGLEWIGYISDSESTNYNPSLKSRVIISVDTSKNQLSLKLNSVTAADSAIYYCARAQQGKRIYGMVSFGEFFYYYYMDVWGKGTTVTVSS, which amino acid positions are active in antigen binding (paratope)? (4) The paratope positions are: [30]. Given the antibody sequence: EIVLTQSPGTLSLSPGERATLSCRASQSVSSSYLAWYQQKPGQAPRLLIYGASSRATGIPDRFSGSGSGTDFTLTISRLEPEDFAVYYCQQYGSSPSTFGQGTKVEIK, which amino acid positions are active in antigen binding (paratope)? (5) Given the antibody sequence: QVQLQQPGAELVKPGASVKMSCKASGYTFTSYNMHWVKQTPGRGLEWIGAIYPGNGDTSYNQKFKGKATLTADKSSSTAYMQLSSLTSEDSAVYYCARSTYYGGDWYFNVWGAGTTVTVSA, which amino acid positions are active in antigen binding (paratope)? The paratope positions are: [52, 83, 84, 85, 104, 105, 106, 107]. (6) Given the antibody sequence: VKLQQSGPEVVKPGASVKISCKASGYSFTNFYIHWVKQRPGQGLEWIGWIFHGSDNTEYNEKFKDKATLTADTSSSTAYMQLSSLTSEDSAVYFCARWGPHWYFDVWGQGTTVTVSS, which amino acid positions are active in antigen binding (paratope)? The paratope positions are: [51, 82, 83, 84, 103]. (7) Given the antibody sequence: VVMTQTPLTLSVTIGQPASISCKSSQSLLDSDGKTYLNWLLQRPGQSPKRLIYLVSKLDSGVPDRFTGSGSGTDFTLKISRIEAEDLGLYYCWQGTHFPRTFGGGTKLEIK, which amino acid positions are active in antigen binding (paratope)? The paratope positions are: [29, 30, 31, 32, 33]. (8) Given the antibody sequence: QVQLVESGGGVVQPGKSLRLSCAASGFTFSGYGMHWVRQAPGKGLEWVALISYDESNKYYADSVKGRFTISRDNSKNTLYLQMNSLRAEDTAVYYCAKVKFYDPTAPNDYWGQGTLVTVSS, which amino acid positions are active in antigen binding (paratope)? The paratope positions are: [52, 83, 84, 85, 104, 105, 106, 107]. (9) The paratope positions are: [51, 82, 83, 84, 103, 104, 105, 106, 107, 108, 109, 110, 111, 112, 113, 114, 115, 116, 117]. Given the antibody sequence: EVQLVESGAEVKKPGSSVKVSCRASGTFYKYAINWVRQAPGQGLEWMGGIIPFFGTTNYAQKFQGRLTITADGSTNTAYMQLDSLRSEDTAVYYCAGPSITESHYCLDCAAKDYYYGLDVWGQGTTVTVSS, which amino acid positions are active in antigen binding (paratope)?